This data is from Reaction yield outcomes from USPTO patents with 853,638 reactions. The task is: Predict the reaction yield, written as a fraction of the theoretical maximum amount of product (1.0 means a 100% yield; for example, 0.34 means a 34% yield). (1) The reactants are C[O:2][C:3]1[N:4]=[CH:5][C:6]([C:9](=[O:11])[CH3:10])=[N:7][CH:8]=1.C[S-].[Na+].Cl. The catalyst is CN(C)C=O.O. The product is [OH:2][C:3]1[N:4]=[CH:5][C:6]([C:9](=[O:11])[CH3:10])=[N:7][CH:8]=1. The yield is 0.940. (2) The reactants are [Cl:1][C:2]1[CH:7]=[CH:6][N:5]=[CH:4][CH:3]=1.OS(O)(=O)=O.OO.[CH3:15][NH:16][CH:17]=[O:18]. No catalyst specified. The product is [Cl:1][C:2]1[CH:7]=[CH:6][N:5]=[C:4]([C:17]([NH:16][CH3:15])=[O:18])[CH:3]=1. The yield is 0.0530. (3) The reactants are [F:1][C:2]1[CH:31]=[CH:30][C:5]([C:6]([NH:8][C:9]2[C:10]([CH3:29])=[C:11]([CH3:28])[C:12]3[O:16][C:15]([CH3:18])([CH3:17])[CH:14]([C:19]4[CH:24]=[CH:23][C:22]([CH3:25])=[CH:21][CH:20]=4)[C:13]=3[C:26]=2[CH3:27])=O)=[CH:4][CH:3]=1. The catalyst is CO. The product is [F:1][C:2]1[CH:3]=[CH:4][C:5]([CH2:6][NH:8][C:9]2[C:10]([CH3:29])=[C:11]([CH3:28])[C:12]3[O:16][C:15]([CH3:18])([CH3:17])[CH:14]([C:19]4[CH:24]=[CH:23][C:22]([CH3:25])=[CH:21][CH:20]=4)[C:13]=3[C:26]=2[CH3:27])=[CH:30][CH:31]=1. The yield is 0.390. (4) The product is [O:19]=[C:13]1[CH:12]([N:5]2[C:4](=[O:20])[C:3]3[C:7](=[CH:8][CH:9]=[CH:10][C:2]=3[NH:1][C:21](=[O:28])[CH2:22][CH2:23][CH2:24][CH2:25][CH2:26][CH3:27])[C:6]2=[O:11])[CH2:17][CH2:16][C:15](=[O:18])[NH:14]1. The reactants are [NH2:1][C:2]1[CH:10]=[CH:9][CH:8]=[C:7]2[C:3]=1[C:4](=[O:20])[N:5]([CH:12]1[CH2:17][CH2:16][C:15](=[O:18])[NH:14][C:13]1=[O:19])[C:6]2=[O:11].[C:21](Cl)(=[O:28])[CH2:22][CH2:23][CH2:24][CH2:25][CH2:26][CH3:27]. The catalyst is C1COCC1. The yield is 0.790. (5) The reactants are CS(O[CH:6]([CH3:16])[CH2:7][NH:8][C:9]([O:11][C:12]([CH3:15])([CH3:14])[CH3:13])=[O:10])(=O)=O.[N-:17]=[N+:18]=[N-:19].[Na+]. The catalyst is CN(C=O)C.O. The product is [N:17]([CH:6]([CH3:16])[CH2:7][NH:8][C:9](=[O:10])[O:11][C:12]([CH3:15])([CH3:14])[CH3:13])=[N+:18]=[N-:19]. The yield is 0.886. (6) The reactants are C(=O)([O-])[O-].[K+].[K+].[CH3:7][O:8][CH2:9][O:10][C:11]1[CH:16]=[C:15]([O:17][CH2:18][O:19][CH3:20])[CH:14]=[CH:13][C:12]=1[OH:21].I[CH2:23][CH2:24][CH3:25]. The catalyst is CN(C)C=O. The product is [CH3:7][O:8][CH2:9][O:10][C:11]1[CH:16]=[C:15]([O:17][CH2:18][O:19][CH3:20])[CH:14]=[CH:13][C:12]=1[O:21][CH2:23][CH2:24][CH3:25]. The yield is 0.610. (7) The reactants are Cl[C:2]1[CH:7]=[N:6][CH:5]=[C:4]([Cl:8])[N:3]=1.[CH3:9][O:10][CH2:11][CH:12]1[CH2:16][CH2:15][CH2:14][NH:13]1.C(=O)([O-])[O-].[K+].[K+].O. The catalyst is CC(N(C)C)=O. The product is [Cl:8][C:4]1[CH:5]=[N:6][CH:7]=[C:2]([N:13]2[CH2:14][CH2:15][CH2:16][CH:12]2[CH2:11][O:10][CH3:9])[N:3]=1. The yield is 0.800.